From a dataset of Catalyst prediction with 721,799 reactions and 888 catalyst types from USPTO. Predict which catalyst facilitates the given reaction. Reactant: [O:1]1[C:5]2[CH:6]=[CH:7][C:8]([C:10]3([C:13]([NH:15][C:16]4[CH:17]=[C:18]5[C:22](=[CH:23][CH:24]=4)[N:21]([CH:25]([CH2:28][OH:29])[CH2:26][OH:27])[CH:20]([C:30]([CH3:33])([CH3:32])[CH3:31])[CH2:19]5)=[O:14])[CH2:12][CH2:11]3)=[CH:9][C:4]=2[O:3][CH2:2]1.FC(F)(F)C(O)=O.ClC1C(=O)C(Cl)=C(Cl)C(=O)C=1Cl. Product: [O:1]1[C:5]2[CH:6]=[CH:7][C:8]([C:10]3([C:13]([NH:15][C:16]4[CH:17]=[C:18]5[C:22](=[CH:23][CH:24]=4)[N:21]([CH:25]([CH2:26][OH:27])[CH2:28][OH:29])[C:20]([C:30]([CH3:33])([CH3:32])[CH3:31])=[CH:19]5)=[O:14])[CH2:12][CH2:11]3)=[CH:9][C:4]=2[O:3][CH2:2]1. The catalyst class is: 11.